This data is from Full USPTO retrosynthesis dataset with 1.9M reactions from patents (1976-2016). The task is: Predict the reactants needed to synthesize the given product. (1) Given the product [N:20]1([S:10]([NH:13][C:14](=[O:15])[O:8][CH2:1][C:2]2[CH:7]=[CH:6][CH:5]=[CH:4][CH:3]=2)(=[O:12])=[O:11])[CH2:21][CH2:22][CH2:23][CH2:24]1, predict the reactants needed to synthesize it. The reactants are: [CH2:1]([OH:8])[C:2]1[CH:7]=[CH:6][CH:5]=[CH:4][CH:3]=1.Cl[S:10]([N:13]=[C:14]=[O:15])(=[O:12])=[O:11].NCCC1[CH:24]=[CH:23][CH:22]=[CH:21][N:20]=1.Cl. (2) Given the product [CH2:22]([NH:24][C:19]([C@@H:11]1[C@@H:12]2[C@@H:13]([O:14][C:15]([CH3:17])([CH3:18])[O:16]2)[C@H:9]([O:8][CH3:7])[O:10]1)=[O:21])[CH3:23], predict the reactants needed to synthesize it. The reactants are: C(Cl)(=O)C(Cl)=O.[CH3:7][O:8][C@H:9]1[C@@H:13]2[O:14][C:15]([CH3:18])([CH3:17])[O:16][C@H:12]2[C@@H:11]([C:19]([OH:21])=O)[O:10]1.[CH2:22]([NH2:24])[CH3:23].C(OCC)C. (3) Given the product [NH2:41][CH2:40][CH2:39][NH:42][C:30](=[O:32])[C:29]1[CH:28]=[CH:27][C:26](/[N:25]=[N:24]/[C:21]2[CH:22]=[CH:23][C:18]([CH2:17][NH:16][C:14](=[O:15])[CH2:13][CH2:12][CH2:11][C:5]3[CH:6]=[C:7]([CH:8]([CH3:9])[CH3:10])[C:2]([OH:1])=[C:3]([CH:36]([CH3:38])[CH3:37])[CH:4]=3)=[CH:19][CH:20]=2)=[CH:35][CH:34]=1, predict the reactants needed to synthesize it. The reactants are: [OH:1][C:2]1[C:7]([CH:8]([CH3:10])[CH3:9])=[CH:6][C:5]([CH2:11][CH2:12][CH2:13][C:14]([NH:16][CH2:17][C:18]2[CH:23]=[CH:22][C:21](/[N:24]=[N:25]/[C:26]3[CH:35]=[CH:34][C:29]([C:30]([O:32]C)=O)=[CH:28][CH:27]=3)=[CH:20][CH:19]=2)=[O:15])=[CH:4][C:3]=1[CH:36]([CH3:38])[CH3:37].[CH2:39]([NH2:42])[CH2:40][NH2:41]. (4) Given the product [Br-:7].[F:15][C:12]1[CH:13]=[CH:14][C:9]([CH2:8][N+:1]2[CH:6]=[CH:5][CH:4]=[N:3][CH:2]=2)=[CH:10][CH:11]=1, predict the reactants needed to synthesize it. The reactants are: [N:1]1[CH:6]=[CH:5][CH:4]=[N:3][CH:2]=1.[Br:7][CH2:8][C:9]1[CH:14]=[CH:13][C:12]([F:15])=[CH:11][CH:10]=1. (5) Given the product [Br:15][C:16]1[C:17]2[C:18]([S:8][C:9]3[N:10]=[CH:11][CH:12]=[CH:13][N:14]=3)=[C:19]3[CH:28]([CH2:29][C:30]([OH:32])=[O:31])[CH2:27][CH2:26][N:20]3[C:21]=2[CH:22]=[C:23]([F:25])[CH:24]=1, predict the reactants needed to synthesize it. The reactants are: [N:10]1[CH:11]=[CH:12][CH:13]=[N:14][C:9]=1[S:8][S:8][C:9]1[N:14]=[CH:13][CH:12]=[CH:11][N:10]=1.[Br:15][C:16]1[C:17]2[CH:18]=[C:19]3[CH:28]([CH2:29][C:30]([O:32]C)=[O:31])[CH2:27][CH2:26][N:20]3[C:21]=2[CH:22]=[C:23]([F:25])[CH:24]=1.